Task: Predict the reaction yield, written as a fraction of the theoretical maximum amount of product (1.0 means a 100% yield; for example, 0.34 means a 34% yield).. Dataset: Reaction yield outcomes from USPTO patents with 853,638 reactions (1) The reactants are Cl.[CH3:2][N:3]([CH3:10])[C:4]([NH:6][C:7](=[NH:9])[NH2:8])=[NH:5].[OH-].[Na+]. No catalyst specified. The product is [CH3:2][N:3]([CH3:10])[C:4]([NH:6][C:7](=[NH:8])[NH2:9])=[NH:5]. The yield is 1.02. (2) The reactants are [Cl:1][C:2]1[CH:7]=[CH:6][CH:5]=[CH:4][C:3]=1[N:8]1[C:12]([S:13][C:14]2[CH:19]=[CH:18][N:17]=[CH:16][CH:15]=2)=[CH:11][C:10]([CH2:20][N:21]([CH3:29])[C:22](=[O:28])[O:23][C:24]([CH3:27])([CH3:26])[CH3:25])=[N:9]1.C(#N)C.C([O-])([O-])=[O:34].C([O-])([O-])=O.OO.OO.OO.[Na+].[Na+].[Na+].[Na+].[OH2:51]. No catalyst specified. The product is [Cl:1][C:2]1[CH:7]=[CH:6][CH:5]=[CH:4][C:3]=1[N:8]1[C:12]([S:13]([C:14]2[CH:19]=[CH:18][N:17]=[CH:16][CH:15]=2)(=[O:34])=[O:51])=[CH:11][C:10]([CH2:20][N:21]([CH3:29])[C:22](=[O:28])[O:23][C:24]([CH3:25])([CH3:26])[CH3:27])=[N:9]1. The yield is 0.510. (3) The reactants are [Si:1]([O:8][CH:9]1[CH2:14][CH:13]([CH3:15])[CH2:12][C:11]([C:16]2[CH:21]=[CH:20][N:19]=[CH:18][C:17]=2[NH2:22])=[CH:10]1)([C:4]([CH3:7])([CH3:6])[CH3:5])([CH3:3])[CH3:2]. The catalyst is CO.[Pd]. The product is [Si:1]([O:8][CH:9]1[CH2:14][CH:13]([CH3:15])[CH2:12][CH:11]([C:16]2[CH:21]=[CH:20][N:19]=[CH:18][C:17]=2[NH2:22])[CH2:10]1)([C:4]([CH3:7])([CH3:5])[CH3:6])([CH3:3])[CH3:2]. The yield is 0.930. (4) The reactants are [CH3:1][O:2][C:3]1[C:12]([NH:13][C:14](=[O:22])OC2C=CC=CC=2)=[N:11][C:10]2[C:5](=[CH:6][CH:7]=[CH:8][CH:9]=2)[N:4]=1.[Br:23][C:24]1[CH:25]=[C:26]([N:30]2[CH2:35][CH2:34][NH:33][CH2:32][CH2:31]2)[CH:27]=[CH:28][CH:29]=1. No catalyst specified. The product is [CH3:1][O:2][C:3]1[C:12]([NH:13][C:14]([N:33]2[CH2:32][CH2:31][N:30]([C:26]3[CH:27]=[CH:28][CH:29]=[C:24]([Br:23])[CH:25]=3)[CH2:35][CH2:34]2)=[O:22])=[N:11][C:10]2[C:5](=[CH:6][CH:7]=[CH:8][CH:9]=2)[N:4]=1. The yield is 0.695. (5) The catalyst is P([O-])([O-])([O-])=O.C(O)C. The reactants are [CH2:1]([O:8][C:9]([NH:11][C:12]([C:24]([O:26]CC)=[O:25])([CH2:18][C:19]([O:21][CH2:22][CH3:23])=[O:20])[C:13]([O:15][CH2:16][CH3:17])=[O:14])=[O:10])[C:2]1[CH:7]=[CH:6][CH:5]=[CH:4][CH:3]=1. The product is [CH2:1]([O:8][C:9]([NH:11][C@@:12]([C:13]([O:15][CH2:16][CH3:17])=[O:14])([C:24]([OH:26])=[O:25])[CH2:18][C:19]([O:21][CH2:22][CH3:23])=[O:20])=[O:10])[C:2]1[CH:3]=[CH:4][CH:5]=[CH:6][CH:7]=1. The yield is 0.840. (6) The reactants are [CH:1]1([CH2:7][O:8][C:9]2[CH:14]=[C:13]([O:15][CH2:16][CH2:17][O:18][CH3:19])[CH:12]=[CH:11][C:10]=2/[CH:20]=[CH:21]/[C:22]([OH:24])=O)[CH2:6][CH2:5][CH2:4][CH2:3][CH2:2]1.Cl.CN(C)CCCN=C=N.[CH2:35]([S:40]([NH2:43])(=[O:42])=[O:41])[CH2:36][CH2:37][CH2:38][CH3:39]. The catalyst is C(#N)C.CN(C)C1C=CN=CC=1. The product is [CH:1]1([CH2:7][O:8][C:9]2[CH:14]=[C:13]([O:15][CH2:16][CH2:17][O:18][CH3:19])[CH:12]=[CH:11][C:10]=2/[CH:20]=[CH:21]/[C:22]([NH:43][S:40]([CH2:35][CH2:36][CH2:37][CH2:38][CH3:39])(=[O:42])=[O:41])=[O:24])[CH2:2][CH2:3][CH2:4][CH2:5][CH2:6]1. The yield is 0.250.